From a dataset of Full USPTO retrosynthesis dataset with 1.9M reactions from patents (1976-2016). Predict the reactants needed to synthesize the given product. (1) Given the product [CH2:1]([O:8][C:9]1[C:14]2[CH:15]=[C:16]([C:18]3[N:32]=[C:30]4[N:29]([CH:19]=3)[N:28]=[C:27]([C@@H:25]([F:24])[CH3:26])[S:31]4)[O:17][C:13]=2[CH:12]=[C:11]([O:22][CH3:23])[CH:10]=1)[C:2]1[CH:7]=[CH:6][CH:5]=[CH:4][CH:3]=1, predict the reactants needed to synthesize it. The reactants are: [CH2:1]([O:8][C:9]1[C:14]2[CH:15]=[C:16]([C:18](=O)[CH2:19]Br)[O:17][C:13]=2[CH:12]=[C:11]([O:22][CH3:23])[CH:10]=1)[C:2]1[CH:7]=[CH:6][CH:5]=[CH:4][CH:3]=1.[F:24][C@H:25]([C:27]1[S:31][C:30]([NH2:32])=[N:29][N:28]=1)[CH3:26].CC(O)C. (2) The reactants are: B.[CH2:2]([C@H:4]1[CH2:9][CH2:8][C@H:7]([C:10](O)=[O:11])[CH2:6][CH2:5]1)[CH3:3]. Given the product [CH2:2]([C@H:4]1[CH2:9][CH2:8][C@H:7]([CH2:10][OH:11])[CH2:6][CH2:5]1)[CH3:3], predict the reactants needed to synthesize it. (3) Given the product [CH3:39][S:40]([N:8]1[CH2:12][CH2:11][CH:10]([O:13][C:14]2[CH:19]=[CH:18][CH:17]=[CH:16][C:15]=2[NH:20][C:21]2[C:22]3[CH:29]=[CH:28][S:27][C:23]=3[N:24]=[CH:25][N:26]=2)[CH2:9]1)(=[O:42])=[O:41], predict the reactants needed to synthesize it. The reactants are: OC(C(F)(F)F)=O.[NH:8]1[CH2:12][CH2:11][CH:10]([O:13][C:14]2[CH:19]=[CH:18][CH:17]=[CH:16][C:15]=2[NH:20][C:21]2[C:22]3[CH:29]=[CH:28][S:27][C:23]=3[N:24]=[CH:25][N:26]=2)[CH2:9]1.CCN(C(C)C)C(C)C.[CH3:39][S:40](Cl)(=[O:42])=[O:41]. (4) Given the product [C:23]([C@@H:22]([NH:21][C:18]([C:7]1[CH:6]=[CH:5][C:4]([CH:1]2[CH2:2][CH2:3]2)=[C:9]([CH2:10][C:11]2[CH:12]=[CH:13][C:14]([F:17])=[CH:15][CH:16]=2)[N:8]=1)=[O:20])[CH2:26][CH:27]([CH3:29])[CH3:28])(=[O:24])[NH2:25], predict the reactants needed to synthesize it. The reactants are: [CH:1]1([C:4]2[CH:5]=[CH:6][C:7]([C:18]([OH:20])=O)=[N:8][C:9]=2[CH2:10][C:11]2[CH:16]=[CH:15][C:14]([F:17])=[CH:13][CH:12]=2)[CH2:3][CH2:2]1.[NH2:21][C@@H:22]([CH2:26][CH:27]([CH3:29])[CH3:28])[C:23]([NH2:25])=[O:24].